This data is from Forward reaction prediction with 1.9M reactions from USPTO patents (1976-2016). The task is: Predict the product of the given reaction. (1) Given the reactants [CH:1]1([CH:7]([OH:42])[CH2:8][N:9]2[C:14](=[O:15])[C:13]([CH2:16][C:17]3[CH:22]=[CH:21][C:20]([C:23]4[CH:28]=[CH:27][CH:26]=[CH:25][C:24]=4[C:29]4[NH:33][C:32](=[O:34])[O:31][N:30]=4)=[CH:19][CH:18]=3)=[C:12]([CH2:35][CH2:36][CH3:37])[N:11]3[N:38]=[C:39]([CH3:41])[N:40]=[C:10]23)[CH2:6][CH2:5][CH2:4][CH2:3][CH2:2]1.CC(OI1(OC(C)=O)(OC(C)=O)OC(=O)C2C=CC=CC1=2)=O.C(=O)([O-])O.[Na+].O.O.O.O.O.S([O-])([O-])(=O)=S.[Na+].[Na+], predict the reaction product. The product is: [CH:1]1([C:7](=[O:42])[CH2:8][N:9]2[C:14](=[O:15])[C:13]([CH2:16][C:17]3[CH:18]=[CH:19][C:20]([C:23]4[CH:28]=[CH:27][CH:26]=[CH:25][C:24]=4[C:29]4[NH:33][C:32](=[O:34])[O:31][N:30]=4)=[CH:21][CH:22]=3)=[C:12]([CH2:35][CH2:36][CH3:37])[N:11]3[N:38]=[C:39]([CH3:41])[N:40]=[C:10]23)[CH2:6][CH2:5][CH2:4][CH2:3][CH2:2]1. (2) Given the reactants [CH3:1][O:2][C:3](=[O:21])[C@@H:4]([NH:13][C:14]([O:16][C:17]([CH3:20])([CH3:19])[CH3:18])=[O:15])[CH2:5][C:6]1[CH:11]=[CH:10][CH:9]=[C:8](Br)[CH:7]=1.[CH2:22]([Sn](CCCC)(CCCC)CCCC)[CH:23]=[CH2:24].[Cl-].[Li+].[F-].[K+], predict the reaction product. The product is: [CH3:1][O:2][C:3](=[O:21])[C@@H:4]([NH:13][C:14]([O:16][C:17]([CH3:20])([CH3:19])[CH3:18])=[O:15])[CH2:5][C:6]1[CH:11]=[CH:10][CH:9]=[C:8]([CH2:24][CH:23]=[CH2:22])[CH:7]=1.